Dataset: Peptide-MHC class I binding affinity with 185,985 pairs from IEDB/IMGT. Task: Regression. Given a peptide amino acid sequence and an MHC pseudo amino acid sequence, predict their binding affinity value. This is MHC class I binding data. (1) The peptide sequence is ALSMGINTV. The MHC is HLA-B08:01 with pseudo-sequence HLA-B08:01. The binding affinity (normalized) is 0.0847. (2) The peptide sequence is LTDTIESAK. The MHC is HLA-A03:01 with pseudo-sequence HLA-A03:01. The binding affinity (normalized) is 0.355. (3) The peptide sequence is KPLIKWDLL. The MHC is HLA-B53:01 with pseudo-sequence HLA-B53:01. The binding affinity (normalized) is 0.581. (4) The peptide sequence is VVFEDGLPR. The MHC is HLA-B08:02 with pseudo-sequence HLA-B08:02. The binding affinity (normalized) is 0.0847. (5) The peptide sequence is IFLKPEETF. The MHC is HLA-A31:01 with pseudo-sequence HLA-A31:01. The binding affinity (normalized) is 0.0847. (6) The MHC is Mamu-A02 with pseudo-sequence Mamu-A02. The peptide sequence is VSQGIRQVLFL. The binding affinity (normalized) is 0.492. (7) The peptide sequence is RETVLEYLV. The MHC is Mamu-A11 with pseudo-sequence Mamu-A11. The binding affinity (normalized) is 0.741. (8) The MHC is HLA-A29:02 with pseudo-sequence HLA-A29:02. The peptide sequence is KDFKCFNLI. The binding affinity (normalized) is 0.